From a dataset of Forward reaction prediction with 1.9M reactions from USPTO patents (1976-2016). Predict the product of the given reaction. (1) Given the reactants [F:1][C:2]1[C:7]([F:8])=[CH:6][CH:5]=[CH:4][C:3]=1[OH:9].[C:10]([O-])([O-])=O.[K+].[K+].IC, predict the reaction product. The product is: [F:1][C:2]1[C:7]([F:8])=[CH:6][CH:5]=[CH:4][C:3]=1[O:9][CH3:10]. (2) Given the reactants F[C:2]1[CH:9]=[CH:8][C:7]([F:10])=[CH:6][C:3]=1[C:4]#[N:5].[CH3:11][C:12]1[N:13]=[CH:14][NH:15][CH:16]=1.C(=O)([O-])[O-].[K+].[K+], predict the reaction product. The product is: [F:10][C:7]1[CH:8]=[CH:9][C:2]([N:15]2[CH:16]=[C:12]([CH3:11])[N:13]=[CH:14]2)=[C:3]([CH:6]=1)[C:4]#[N:5]. (3) Given the reactants Br[C:2]1[CH:9]=[CH:8][C:5]([CH:6]=[O:7])=[C:4]([OH:10])[CH:3]=1.[F:11][C:12]1[CH:17]=[C:16]([F:18])[CH:15]=[CH:14][C:13]=1B(O)O.C(=O)([O-])[O-].[Na+].[Na+].C1(P(C2CCCCC2)C2C=CC=CC=2C2C(OC)=CC=CC=2OC)CCCCC1, predict the reaction product. The product is: [F:11][C:12]1[CH:17]=[C:16]([F:18])[CH:15]=[CH:14][C:13]=1[C:2]1[CH:9]=[CH:8][C:5]([CH:6]=[O:7])=[C:4]([OH:10])[CH:3]=1. (4) Given the reactants [C:1]([O:5][C:6]([NH:8][CH2:9][C@H:10]1[CH2:15][CH2:14][C@H:13]([C:16]([NH:18][C@H:19]([C:36](=[O:49])[NH:37][C:38]2[CH:43]=[CH:42][C:41]([C:44]3[N:45]=[N:46][NH:47][N:48]=3)=[CH:40][CH:39]=2)[CH2:20][C:21]2[CH:26]=[CH:25][C:24]([C:27]3[CH:32]=[CH:31][C:30]([C:33](O)=[O:34])=[CH:29][CH:28]=3)=[CH:23][CH:22]=2)=[O:17])[CH2:12][CH2:11]1)=[O:7])([CH3:4])([CH3:3])[CH3:2].[NH2:50][CH:51]1[CH2:56][CH2:55][N:54]([C:57]([O:59][C:60]([CH3:63])([CH3:62])[CH3:61])=[O:58])[CH2:53][CH2:52]1.F[P-](F)(F)(F)(F)F.CN(C(ON1C2=NC=CC=C2N=N1)=[N+](C)C)C.C(N(CC)C(C)C)(C)C, predict the reaction product. The product is: [C:1]([O:5][C:6]([NH:8][CH2:9][C@H:10]1[CH2:15][CH2:14][C@H:13]([C:16]([NH:18][C@H:19]([C:36](=[O:49])[NH:37][C:38]2[CH:43]=[CH:42][C:41]([C:44]3[N:45]=[N:46][NH:47][N:48]=3)=[CH:40][CH:39]=2)[CH2:20][C:21]2[CH:26]=[CH:25][C:24]([C:27]3[CH:28]=[CH:29][C:30]([C:33]([NH:50][CH:51]4[CH2:52][CH2:53][N:54]([C:57]([O:59][C:60]([CH3:63])([CH3:62])[CH3:61])=[O:58])[CH2:55][CH2:56]4)=[O:34])=[CH:31][CH:32]=3)=[CH:23][CH:22]=2)=[O:17])[CH2:12][CH2:11]1)=[O:7])([CH3:4])([CH3:2])[CH3:3]. (5) Given the reactants C([N-]C(C)C)(C)C.[Li+].[Li]CCCC.C(NC(C)C)(C)C.[CH3:21][S:22]([C:25]1[CH:30]=[CH:29][C:28]([C:31](=[N:39][OH:40])[CH2:32][C:33]2[CH:38]=[CH:37][CH:36]=[CH:35][CH:34]=2)=[CH:27][CH:26]=1)(=[O:24])=[O:23].[Br:41][C:42]([F:49])([F:48])[C:43](OCC)=O, predict the reaction product. The product is: [Br:41][C:42]([F:49])([F:48])[C:43]1[O:40][N:39]=[C:31]([C:28]2[CH:27]=[CH:26][C:25]([S:22]([CH3:21])(=[O:24])=[O:23])=[CH:30][CH:29]=2)[C:32]=1[C:33]1[CH:34]=[CH:35][CH:36]=[CH:37][CH:38]=1. (6) Given the reactants Cl[CH2:2][C:3]([NH:5][C:6]1[CH:25]=[CH:24][C:9]([O:10][CH:11]2[CH2:16][CH2:15][N:14]([C:17]([O:19][C:20]([CH3:23])([CH3:22])[CH3:21])=[O:18])[CH2:13][CH2:12]2)=[CH:8][C:7]=1[F:26])=[O:4].[NH:27]1[CH2:32][CH2:31][O:30][CH2:29][CH2:28]1.C(=O)([O-])[O-].[K+].[K+], predict the reaction product. The product is: [F:26][C:7]1[CH:8]=[C:9]([CH:24]=[CH:25][C:6]=1[NH:5][C:3](=[O:4])[CH2:2][N:27]1[CH2:32][CH2:31][O:30][CH2:29][CH2:28]1)[O:10][CH:11]1[CH2:16][CH2:15][N:14]([C:17]([O:19][C:20]([CH3:23])([CH3:22])[CH3:21])=[O:18])[CH2:13][CH2:12]1. (7) Given the reactants [Cl:1][C:2]1[CH:7]=[C:6]([CH3:8])[CH:5]=[C:4]([F:9])[C:3]=1[NH2:10].C(=O)([O-])[O-].[K+].[K+].O.[C:18](Cl)(Cl)=[S:19], predict the reaction product. The product is: [Cl:1][C:2]1[CH:7]=[C:6]([CH3:8])[CH:5]=[C:4]([F:9])[C:3]=1[N:10]=[C:18]=[S:19]. (8) Given the reactants [Br:1][C:2]1[CH:7]=[CH:6][C:5]([C:8]2[O:9][C:10]3[C:15]([C:16](=[O:18])[CH:17]=2)=[C:14]([O:19]C)[CH:13]=[C:12]([O:21]C)[C:11]=3[C@@H:23]2[CH2:27][CH2:26][N:25]([CH3:28])[C@H:24]2[CH2:29][OH:30])=[CH:4][CH:3]=1.Cl.N1C=CC=CC=1, predict the reaction product. The product is: [Br:1][C:2]1[CH:7]=[CH:6][C:5]([C:8]2[O:9][C:10]3[C:15]([C:16](=[O:18])[CH:17]=2)=[C:14]([OH:19])[CH:13]=[C:12]([OH:21])[C:11]=3[C@@H:23]2[CH2:27][CH2:26][N:25]([CH3:28])[C@H:24]2[CH2:29][OH:30])=[CH:4][CH:3]=1. (9) Given the reactants [NH2:1][C:2]1[CH:3]=[CH:4][C:5]2[S:9][C:8]([NH:10][C:11](=[O:18])[C:12]3[CH:17]=[CH:16][CH:15]=[CH:14][CH:13]=3)=[N:7][C:6]=2[CH:19]=1.Cl[C:21]1[N:26]=[C:25]([N:27]2[CH2:32][CH2:31][N:30]([CH3:33])[CH2:29][CH2:28]2)[CH:24]=[CH:23][N:22]=1.C(=O)([O-])O.[Na+], predict the reaction product. The product is: [CH3:33][N:30]1[CH2:29][CH2:28][N:27]([C:25]2[CH:24]=[CH:23][N:22]=[C:21]([NH:1][C:2]3[CH:3]=[CH:4][C:5]4[S:9][C:8]([NH:10][C:11](=[O:18])[C:12]5[CH:17]=[CH:16][CH:15]=[CH:14][CH:13]=5)=[N:7][C:6]=4[CH:19]=3)[N:26]=2)[CH2:32][CH2:31]1. (10) Given the reactants ClC[Si](C)(C)[O:4][CH:5](C)C.[Br:10][C:11]1[CH:16]=[CH:15][C:14]([NH:17][C:18]2[C:19]([CH:28]=[O:29])=[CH:20][C:21]3[NH:25][CH:24]=[N:23][C:22]=3[C:26]=2[F:27])=[C:13]([Cl:30])[CH:12]=1, predict the reaction product. The product is: [Br:10][C:11]1[CH:16]=[CH:15][C:14]([NH:17][C:18]2[C:19]([CH:28]([OH:29])[CH2:5][OH:4])=[CH:20][C:21]3[NH:25][CH:24]=[N:23][C:22]=3[C:26]=2[F:27])=[C:13]([Cl:30])[CH:12]=1.